This data is from NCI-60 drug combinations with 297,098 pairs across 59 cell lines. The task is: Regression. Given two drug SMILES strings and cell line genomic features, predict the synergy score measuring deviation from expected non-interaction effect. (1) Drug 1: C1CCC(C1)C(CC#N)N2C=C(C=N2)C3=C4C=CNC4=NC=N3. Drug 2: CCC1(CC2CC(C3=C(CCN(C2)C1)C4=CC=CC=C4N3)(C5=C(C=C6C(=C5)C78CCN9C7C(C=CC9)(C(C(C8N6C)(C(=O)OC)O)OC(=O)C)CC)OC)C(=O)OC)O.OS(=O)(=O)O. Cell line: SK-OV-3. Synergy scores: CSS=39.9, Synergy_ZIP=-0.413, Synergy_Bliss=0.957, Synergy_Loewe=-30.7, Synergy_HSA=1.21. (2) Drug 1: C1=NC2=C(N1)C(=S)N=C(N2)N. Drug 2: C1C(C(OC1N2C=C(C(=O)NC2=O)F)CO)O. Cell line: OVCAR3. Synergy scores: CSS=46.0, Synergy_ZIP=-7.76, Synergy_Bliss=-6.59, Synergy_Loewe=-6.95, Synergy_HSA=-3.31. (3) Drug 1: C1CCC(C1)C(CC#N)N2C=C(C=N2)C3=C4C=CNC4=NC=N3. Drug 2: C1C(C(OC1N2C=C(C(=O)NC2=O)F)CO)O. Cell line: SNB-75. Synergy scores: CSS=42.2, Synergy_ZIP=1.39, Synergy_Bliss=-1.27, Synergy_Loewe=-39.5, Synergy_HSA=-3.81. (4) Drug 1: C1=C(C(=O)NC(=O)N1)F. Drug 2: CC(C1=C(C=CC(=C1Cl)F)Cl)OC2=C(N=CC(=C2)C3=CN(N=C3)C4CCNCC4)N. Cell line: OVCAR-8. Synergy scores: CSS=40.2, Synergy_ZIP=0.109, Synergy_Bliss=-0.832, Synergy_Loewe=-1.02, Synergy_HSA=-0.397. (5) Drug 1: CNC(=O)C1=NC=CC(=C1)OC2=CC=C(C=C2)NC(=O)NC3=CC(=C(C=C3)Cl)C(F)(F)F. Drug 2: C1C(C(OC1N2C=NC3=C2NC=NCC3O)CO)O. Cell line: NCI-H460. Synergy scores: CSS=7.30, Synergy_ZIP=-0.390, Synergy_Bliss=4.39, Synergy_Loewe=0.499, Synergy_HSA=1.04. (6) Drug 1: CC12CCC(CC1=CCC3C2CCC4(C3CC=C4C5=CN=CC=C5)C)O. Drug 2: CC12CCC3C(C1CCC2OP(=O)(O)O)CCC4=C3C=CC(=C4)OC(=O)N(CCCl)CCCl.[Na+]. Cell line: MALME-3M. Synergy scores: CSS=-0.232, Synergy_ZIP=-2.85, Synergy_Bliss=-6.50, Synergy_Loewe=-8.97, Synergy_HSA=-7.69. (7) Drug 1: C1C(C(OC1N2C=C(C(=O)NC2=O)F)CO)O. Drug 2: COCCOC1=C(C=C2C(=C1)C(=NC=N2)NC3=CC=CC(=C3)C#C)OCCOC.Cl. Cell line: HCT116. Synergy scores: CSS=32.7, Synergy_ZIP=8.73, Synergy_Bliss=14.3, Synergy_Loewe=-9.80, Synergy_HSA=10.2.